Dataset: Full USPTO retrosynthesis dataset with 1.9M reactions from patents (1976-2016). Task: Predict the reactants needed to synthesize the given product. (1) Given the product [C:42]([C:13]1[C:14]([OH:34])=[CH:15][CH:16]=[C:17]2[C:12]=1[O:11][C:10](=[O:36])[C:9]([C:3]1[CH:4]=[CH:5][C:6]([Cl:8])=[CH:7][C:2]=1[Cl:1])=[C:18]2[CH2:19][C:20]1[CH:25]=[CH:24][C:23]([O:26][CH2:27][CH2:28][N:29]2[CH2:33][CH2:32][CH2:31][CH2:30]2)=[CH:22][CH:21]=1)(=[O:44])[CH3:43], predict the reactants needed to synthesize it. The reactants are: [Cl:1][C:2]1[CH:7]=[C:6]([Cl:8])[CH:5]=[CH:4][C:3]=1[C:9]1[C:10](=[O:36])[O:11][C:12]2[C:17]([C:18]=1[CH2:19][C:20]1[CH:25]=[CH:24][C:23]([O:26][CH2:27][CH2:28][N:29]3[CH2:33][CH2:32][CH2:31][CH2:30]3)=[CH:22][CH:21]=1)=[CH:16][CH:15]=[C:14]([OH:34])[C:13]=2I.C([Sn](CCCC)(CCCC)[C:42]([O:44]CC)=[CH2:43])CCC.Cl.C(Cl)Cl. (2) Given the product [NH2:29][C:24]1[C:4]([C:5]#[N:6])=[C:21]([OH:23])[C:20]2[C:19](=[CH:18][CH:17]=[C:16]([N:10]3[CH2:11][CH2:12][O:13][CH2:14][CH2:15]3)[CH:27]=2)[N:25]=1, predict the reactants needed to synthesize it. The reactants are: C(#N)C([CH2:4][C:5]#[N:6])O.[H-].[Na+].[N:10]1([C:16]2[CH:27]=[C:20]3[C:21]([O:23][C:24](=O)[NH:25][C:19]3=[CH:18][CH:17]=2)=O)[CH2:15][CH2:14][O:13][CH2:12][CH2:11]1.C[N:29](C)C=O. (3) Given the product [Cl:8][C:6]1[CH:5]=[C:4]([C:9]2[C:22]3[C:23]4=[C:24]5[C:19](=[CH:20][CH:21]=3)[CH:18]=[CH:17][C:16]([C:25]3[CH:30]=[CH:29][C:28]([CH3:31])=[CH:27][CH:26]=3)=[C:15]5[CH:14]=[CH:13][C:12]4=[CH:11][CH:10]=2)[CH:3]=[C:2]([C:34]2[CH:33]=[CH:32][C:41]3[C:36](=[CH:37][CH:38]=[CH:39][CH:40]=3)[CH:35]=2)[CH:7]=1, predict the reactants needed to synthesize it. The reactants are: Cl[C:2]1[CH:3]=[C:4]([C:9]2[C:22]3[C:23]4=[C:24]5[C:19](=[CH:20][CH:21]=3)[CH:18]=[CH:17][C:16]([C:25]3[CH:30]=[CH:29][C:28]([CH3:31])=[CH:27][CH:26]=3)=[C:15]5[CH:14]=[CH:13][C:12]4=[CH:11][CH:10]=2)[CH:5]=[C:6]([Cl:8])[CH:7]=1.[CH:32]1[C:41]2[C:36](=[CH:37][CH:38]=[CH:39][CH:40]=2)[CH:35]=[CH:34][C:33]=1B(O)O.C(=O)([O-])[O-].[Cs+].[Cs+].O1CCOCC1. (4) The reactants are: [OH:1][CH2:2][C:3]1[O:7][C:6]([CH:8]=[O:9])=[CH:5][CH:4]=1.[CH3:10][S:11](Cl)(=[O:13])=[O:12].C(N(CC)CC)C. Given the product [CH3:10][S:11]([O:1][CH2:2][C:3]1[O:7][C:6]([CH:8]=[O:9])=[CH:5][CH:4]=1)(=[O:13])=[O:12], predict the reactants needed to synthesize it. (5) Given the product [CH3:71][C:66]1[CH:67]=[CH:68][CH:69]=[CH:70][C:65]=1[C:61]1[C:59]2[CH2:60][CH:56]([CH2:55][NH2:52])[O:57][C:58]=2[CH:64]=[CH:63][CH:62]=1, predict the reactants needed to synthesize it. The reactants are: CC1C=CC(S(OCC2CC3C(C4C=CC=CC=4C)=CC=CC=3O2)(=O)=O)=CC=1.[N-]=[N+]=[N-].[Na+].N(CC1CC2C=C(Cl)C=C(C3C=CSC=3)C=2O1)=[N+]=[N-].[N:52]([CH2:55][CH:56]1[CH2:60][C:59]2[C:61]([C:65]3[CH:70]=[CH:69][CH:68]=[CH:67][C:66]=3[CH3:71])=[CH:62][CH:63]=[CH:64][C:58]=2[O:57]1)=[N+]=[N-].[N-]=[N+]=[N-]. (6) Given the product [OH:23][CH2:22][CH:19]1[CH2:20][CH2:21][N:16]([CH2:2][C:3]2[CH:15]=[CH:14][C:6]([C:7]([O:9][C:10]([CH3:13])([CH3:12])[CH3:11])=[O:8])=[CH:5][CH:4]=2)[CH2:17][CH2:18]1, predict the reactants needed to synthesize it. The reactants are: Br[CH2:2][C:3]1[CH:15]=[CH:14][C:6]([C:7]([O:9][C:10]([CH3:13])([CH3:12])[CH3:11])=[O:8])=[CH:5][CH:4]=1.[NH:16]1[CH2:21][CH2:20][CH:19]([CH2:22][OH:23])[CH2:18][CH2:17]1.C([O-])([O-])=O.[K+].[K+]. (7) Given the product [F:1][C:2]1[CH:3]=[CH:4][C:5]([O:11][CH3:12])=[C:6]([C:14]2[CH:19]=[CH:18][C:17]([C@H:20]([NH2:22])[CH3:21])=[CH:16][CH:15]=2)[CH:7]=1, predict the reactants needed to synthesize it. The reactants are: [F:1][C:2]1[CH:3]=[CH:4][C:5]([O:11][CH3:12])=[C:6](B(O)O)[CH:7]=1.Br[C:14]1[CH:19]=[CH:18][C:17]([C@H:20]([NH2:22])[CH3:21])=[CH:16][CH:15]=1. (8) Given the product [OH:29][CH:30]([CH2:41][CH2:42][S:43]([CH3:46])(=[O:45])=[O:44])[C:31]([NH:33][C:34]1[CH:39]=[CH:38][C:37]([CH3:40])=[CH:36][N:35]=1)=[O:32], predict the reactants needed to synthesize it. The reactants are: CCCC[N+](CCCC)(CCCC)CCCC.O.O.O.[F-].[Si]([O:29][CH:30]([CH2:41][CH2:42][S:43]([CH3:46])(=[O:45])=[O:44])[C:31]([NH:33][C:34]1[CH:39]=[CH:38][C:37]([CH3:40])=[CH:36][N:35]=1)=[O:32])(C(C)(C)C)(C)C.O.CCOC(C)=O.